This data is from Reaction yield outcomes from USPTO patents with 853,638 reactions. The task is: Predict the reaction yield, written as a fraction of the theoretical maximum amount of product (1.0 means a 100% yield; for example, 0.34 means a 34% yield). (1) The yield is 0.410. The catalyst is O.C(OCC)(=O)C. The product is [CH3:13][O:14][CH2:15][C:16]([CH3:50])([CH3:51])[O:17][C:18]1[CH:19]=[CH:20][C:21]([N:24]2[C:29](=[O:30])[C:28]([CH2:31][C:32]3[CH:37]=[CH:36][C:35]([C:38]4[CH:43]=[CH:42][CH:41]=[CH:40][C:39]=4[C:44]4[NH:3][C:4](=[O:7])[O:5][N:45]=4)=[CH:34][CH:33]=3)=[C:27]([CH2:46][CH2:47][CH3:48])[N:26]=[C:25]2[CH3:49])=[CH:22][CH:23]=1. The reactants are [Cl-].O[NH3+:3].[C:4](=[O:7])([O-])[OH:5].[Na+].CS(C)=O.[CH3:13][O:14][CH2:15][C:16]([CH3:51])([CH3:50])[O:17][C:18]1[CH:23]=[CH:22][C:21]([N:24]2[C:29](=[O:30])[C:28]([CH2:31][C:32]3[CH:37]=[CH:36][C:35]([C:38]4[C:39]([C:44]#[N:45])=[CH:40][CH:41]=[CH:42][CH:43]=4)=[CH:34][CH:33]=3)=[C:27]([CH2:46][CH2:47][CH3:48])[N:26]=[C:25]2[CH3:49])=[CH:20][CH:19]=1. (2) The reactants are [CH3:1][CH:2]([CH3:14])[CH2:3][NH:4][CH2:5][C@@H:6]([C:8]1[CH:13]=[CH:12][CH:11]=[CH:10][CH:9]=1)[NH2:7].[C:15]([O:19][C:20](=[O:33])[NH:21][CH2:22][CH2:23][CH:24]([N:26]1[CH2:31][CH2:30][C:29](=O)[CH2:28][CH2:27]1)[CH3:25])([CH3:18])([CH3:17])[CH3:16]. No catalyst specified. The product is [C:15]([O:19][C:20](=[O:33])[NH:21][CH2:22][CH2:23][CH:24]([N:26]1[CH2:31][CH2:30][CH:29]([NH:7][C@H:6]([C:8]2[CH:13]=[CH:12][CH:11]=[CH:10][CH:9]=2)[CH2:5][NH:4][CH2:3][CH:2]([CH3:14])[CH3:1])[CH2:28][CH2:27]1)[CH3:25])([CH3:16])([CH3:17])[CH3:18]. The yield is 0.580. (3) The reactants are [C:1]1([C:7]#[CH:8])[CH:6]=[CH:5][CH:4]=[CH:3][CH:2]=1.Br[C:10](Br)=[CH:11][C:12]1[CH:21]=[CH:20][C:15]([C:16]([O:18][CH3:19])=[O:17])=[CH:14][CH:13]=1. No catalyst specified. The product is [CH3:19][O:18][C:16](=[O:17])[C:15]1[CH:20]=[CH:21][C:12]([C:11]#[C:10][C:8]#[C:7][C:1]2[CH:6]=[CH:5][CH:4]=[CH:3][CH:2]=2)=[CH:13][CH:14]=1. The yield is 0.820. (4) The reactants are C[O:2][C:3](=[O:24])[C:4]1[CH:9]=[C:8]([C:10]2[S:11][CH:12]=[C:13]([C:15]3[CH:20]=[CH:19][C:18]([Cl:21])=[C:17]([Cl:22])[CH:16]=3)[N:14]=2)[CH:7]=[CH:6][C:5]=1Br.[CH:25]([C:28]1[C:33](B(O)O)=[CH:32][N:31]=[CH:30][N:29]=1)([CH3:27])[CH3:26]. The product is [Cl:22][C:17]1[CH:16]=[C:15]([C:13]2[N:14]=[C:10]([C:8]3[CH:7]=[CH:6][C:5]([C:33]4[C:28]([CH:25]([CH3:27])[CH3:26])=[N:29][CH:30]=[N:31][CH:32]=4)=[C:4]([CH:9]=3)[C:3]([OH:2])=[O:24])[S:11][CH:12]=2)[CH:20]=[CH:19][C:18]=1[Cl:21]. No catalyst specified. The yield is 0.140. (5) The catalyst is C1C=CC([P]([Pd]([P](C2C=CC=CC=2)(C2C=CC=CC=2)C2C=CC=CC=2)([P](C2C=CC=CC=2)(C2C=CC=CC=2)C2C=CC=CC=2)[P](C2C=CC=CC=2)(C2C=CC=CC=2)C2C=CC=CC=2)(C2C=CC=CC=2)C2C=CC=CC=2)=CC=1.O1CCOCC1. The yield is 0.660. The product is [Br:1][C:2]1[CH:7]=[CH:6][N:5]=[C:4]2[N:8]([S:12]([C:15]3[CH:20]=[CH:19][CH:18]=[CH:17][CH:16]=3)(=[O:14])=[O:13])[C:9]([C:27]3[CH:28]=[C:23]([CH2:22][OH:21])[CH:24]=[CH:25][CH:26]=3)=[CH:10][C:3]=12. The reactants are [Br:1][C:2]1[CH:7]=[CH:6][N:5]=[C:4]2[N:8]([S:12]([C:15]3[CH:20]=[CH:19][CH:18]=[CH:17][CH:16]=3)(=[O:14])=[O:13])[C:9](I)=[CH:10][C:3]=12.[OH:21][CH2:22][C:23]1[CH:24]=[C:25](B(O)O)[CH:26]=[CH:27][CH:28]=1.C([O-])(O)=O.[Na+].